This data is from Catalyst prediction with 721,799 reactions and 888 catalyst types from USPTO. The task is: Predict which catalyst facilitates the given reaction. Reactant: [Cl:1][C:2]1[CH:10]=[CH:9][C:8]([C:11]2[CH:15]=[C:14]([CH:16]3[CH2:18][CH2:17]3)[NH:13][N:12]=2)=[CH:7][C:3]=1[C:4]([OH:6])=O.[NH2:19][CH2:20][C:21]1([OH:28])[CH2:27][CH2:26][CH2:25][CH2:24][CH2:23][CH2:22]1.C(N1C=CN=C1)(N1C=CN=C1)=O.CN(C1C=CC=CN=1)C.ON1C2C=CC=CC=2N=N1.C(=O)([O-])[O-]. Product: [Cl:1][C:2]1[CH:10]=[CH:9][C:8]([C:11]2[CH:15]=[C:14]([CH:16]3[CH2:18][CH2:17]3)[NH:13][N:12]=2)=[CH:7][C:3]=1[C:4]([NH:19][CH2:20][C:21]1([OH:28])[CH2:27][CH2:26][CH2:25][CH2:24][CH2:23][CH2:22]1)=[O:6]. The catalyst class is: 9.